From a dataset of Catalyst prediction with 721,799 reactions and 888 catalyst types from USPTO. Predict which catalyst facilitates the given reaction. (1) Reactant: [CH2:1]([NH:8][C:9]([N:11]1[CH:16]2[C@H:17]([CH3:41])[N:18]([CH2:30][C:31]3[CH:32]=[CH:33][CH:34]=[C:35]4[C:40]=3[N:39]=[CH:38][CH:37]=[CH:36]4)[C:19](=[O:29])[C@H:20]([CH2:21][C:22]3[CH:27]=[CH:26][C:25]([OH:28])=[CH:24][CH:23]=3)[N:15]2[C:14](=[O:42])[CH2:13][N:12]1[CH3:43])=[O:10])[C:2]1[CH:7]=[CH:6][CH:5]=[CH:4][CH:3]=1.[C:44](OC(=O)C)(=[O:46])[CH3:45]. Product: [C:44]([O:28][C:25]1[CH:24]=[CH:23][C:22]([CH2:21][C@@H:20]2[N:15]3[CH:16]([N:11]([C:9](=[O:10])[NH:8][CH2:1][C:2]4[CH:3]=[CH:4][CH:5]=[CH:6][CH:7]=4)[N:12]([CH3:43])[CH2:13][C:14]3=[O:42])[C@H:17]([CH3:41])[N:18]([CH2:30][C:31]3[CH:32]=[CH:33][CH:34]=[C:35]4[C:40]=3[N:39]=[CH:38][CH:37]=[CH:36]4)[C:19]2=[O:29])=[CH:27][CH:26]=1)(=[O:46])[CH3:45]. The catalyst class is: 300. (2) Reactant: [Cl:1][C:2]1[CH:3]=[CH:4][C:5]([NH:18][C:19]([C:21]2[CH:22]=[N:23][C:24](Cl)=[CH:25][CH:26]=2)=[O:20])=[C:6]([CH:17]=1)[C:7]([NH:9][C:10]1[CH:15]=[CH:14][C:13]([Cl:16])=[CH:12][N:11]=1)=[O:8].[NH:28]1[CH2:33][CH2:32][O:31][CH2:30][CH2:29]1. Product: [Cl:1][C:2]1[CH:3]=[CH:4][C:5]([NH:18][C:19]([C:21]2[CH:22]=[N:23][C:24]([N:28]3[CH2:33][CH2:32][O:31][CH2:30][CH2:29]3)=[CH:25][CH:26]=2)=[O:20])=[C:6]([CH:17]=1)[C:7]([NH:9][C:10]1[CH:15]=[CH:14][C:13]([Cl:16])=[CH:12][N:11]=1)=[O:8]. The catalyst class is: 148. (3) Reactant: [F:1][C:2]1[CH:7]=[CH:6][C:5]([C:8]2[O:9][CH:10]=[C:11]([NH:13][C:14](=[O:22])[C:15]3[CH:20]=[CH:19][C:18](I)=[CH:17][CH:16]=3)[N:12]=2)=[CH:4][C:3]=1[C:23]([F:26])([F:25])[F:24].[N:27]1[CH:32]=[CH:31][C:30]([NH2:33])=[N:29][CH:28]=1.C(=O)([O-])[O-].[Cs+].[Cs+].CC1(C)C2C(=C(P(C3C=CC=CC=3)C3C=CC=CC=3)C=CC=2)OC2C(P(C3C=CC=CC=3)C3C=CC=CC=3)=CC=CC1=2. Product: [F:1][C:2]1[CH:7]=[CH:6][C:5]([C:8]2[O:9][CH:10]=[C:11]([NH:13][C:14](=[O:22])[C:15]3[CH:20]=[CH:19][C:18]([NH:33][C:30]4[CH:31]=[CH:32][N:27]=[CH:28][N:29]=4)=[CH:17][CH:16]=3)[N:12]=2)=[CH:4][C:3]=1[C:23]([F:26])([F:25])[F:24]. The catalyst class is: 110. (4) Product: [CH3:1][C:2]1[C:3]([C:8]([OH:10])([C:11]#[CH:12])[CH3:9])=[N:4][CH:5]=[CH:6][CH:7]=1. The catalyst class is: 1. Reactant: [CH3:1][C:2]1[C:3]([C:8](=[O:10])[CH3:9])=[N:4][CH:5]=[CH:6][CH:7]=1.[C:11]([Mg]Br)#[CH:12]. (5) Reactant: [Cl:1][C:2]1[N:7]=[CH:6][N:5]=[C:4]([C:8](Cl)=[O:9])[CH:3]=1.[O:11]1[C:15]2[CH:16]=[CH:17][CH:18]=[CH:19][C:14]=2[NH:13][C:12]1=[O:20].[Cl-].[Cl-].[Cl-].[Al+3]. Product: [Cl:1][C:2]1[N:7]=[CH:6][N:5]=[C:4]([C:8]([C:17]2[CH:18]=[CH:19][C:14]3[NH:13][C:12](=[O:20])[O:11][C:15]=3[CH:16]=2)=[O:9])[CH:3]=1. The catalyst class is: 25.